Dataset: Forward reaction prediction with 1.9M reactions from USPTO patents (1976-2016). Task: Predict the product of the given reaction. (1) Given the reactants [OH:1][C:2]1[CH:7]=[CH:6][C:5]([CH2:8][C:9]([O:11][CH3:12])=[O:10])=[CH:4][CH:3]=1.O[CH2:14][CH2:15][C@@H:16]1[CH2:18][C@@H:17]1[CH:19]1[CH2:24][CH2:23][N:22]([C:25]([O:27][C:28]2([CH3:31])[CH2:30][CH2:29]2)=[O:26])[CH2:21][CH2:20]1.C1(P(C2C=CC=CC=2)C2C=CC=CC=2)C=CC=CC=1.CC(OC(/N=N/C(OC(C)C)=O)=O)C, predict the reaction product. The product is: [CH3:12][O:11][C:9](=[O:10])[CH2:8][C:5]1[CH:4]=[CH:3][C:2]([O:1][CH2:14][CH2:15][C@@H:16]2[CH2:18][C@@H:17]2[CH:19]2[CH2:24][CH2:23][N:22]([C:25]([O:27][C:28]3([CH3:31])[CH2:30][CH2:29]3)=[O:26])[CH2:21][CH2:20]2)=[CH:7][CH:6]=1. (2) The product is: [CH2:1]([O:3][C:4](=[O:24])[CH2:5][CH2:6][N:7]([C:14]1[C:19]([NH2:20])=[CH:18][N:17]=[C:16]([Cl:23])[N:15]=1)[CH:8]1[CH2:12][CH2:11][CH2:10][CH:9]1[CH3:13])[CH3:2]. Given the reactants [CH2:1]([O:3][C:4](=[O:24])[CH2:5][CH2:6][N:7]([C:14]1[C:19]([N+:20]([O-])=O)=[CH:18][N:17]=[C:16]([Cl:23])[N:15]=1)[CH:8]1[CH2:12][CH2:11][CH2:10][CH:9]1[CH3:13])[CH3:2].[H][H], predict the reaction product. (3) Given the reactants [C:1]([O:5][C:6]([NH:8][C:9]1[CH:17]=[CH:16][C:12]([C:13]([OH:15])=O)=[C:11]([N+:18]([O-:20])=[O:19])[CH:10]=1)=[O:7])([CH3:4])([CH3:3])[CH3:2].C[N+:22](C)=C(N(C)C)ON1C2C=CC=CC=2N=N1.F[P-](F)(F)(F)(F)F.Cl.[C:46]([O:50][C:51](=[O:63])[C@H:52]([CH2:54][CH2:55][C:56]([O:58][C:59]([CH3:62])([CH3:61])[CH3:60])=[O:57])[NH2:53])([CH3:49])([CH3:48])[CH3:47], predict the reaction product. The product is: [C:1]([O:5][C:6]([NH:8][C:9]1[CH:17]=[CH:16][C:12]([C:13]([NH:22][NH:53][C@H:52]([C:51]([O:50][C:46]([CH3:48])([CH3:49])[CH3:47])=[O:63])[CH2:54][CH2:55][C:56]([O:58][C:59]([CH3:62])([CH3:61])[CH3:60])=[O:57])=[O:15])=[C:11]([N+:18]([O-:20])=[O:19])[CH:10]=1)=[O:7])([CH3:2])([CH3:3])[CH3:4]. (4) The product is: [C:4](=[O:5])([O:6][CH:7]([N:9]1[C:13](=[O:14])[O:12][N:11]=[C:10]1[C:15]1[N:19]([CH3:20])[N:18]=[CH:17][C:16]=1[C:21]1[CH:22]=[CH:23][C:24]([C:25](=[O:26])[N:27]([C:41]2[C:46]([CH3:47])=[CH:45][CH:44]=[CH:43][N:42]=2)[C@@H:28]2[CH2:33][CH2:32][CH2:31][NH:30][CH2:29]2)=[CH:48][CH:49]=1)[CH3:8])[O:3][CH2:1][CH3:2]. Given the reactants [CH2:1]([O:3][C:4]([O:6][CH:7]([N:9]1[C:13](=[O:14])[O:12][N:11]=[C:10]1[C:15]1[N:19]([CH3:20])[N:18]=[CH:17][C:16]=1[C:21]1[CH:49]=[CH:48][C:24]([C:25]([N:27]([C:41]2[C:46]([CH3:47])=[CH:45][CH:44]=[CH:43][N:42]=2)[C@@H:28]2[CH2:33][CH2:32][CH2:31][N:30](C(OC(C)(C)C)=O)[CH2:29]2)=[O:26])=[CH:23][CH:22]=1)[CH3:8])=[O:5])[CH3:2].Cl.O1CCOCC1, predict the reaction product.